From a dataset of Peptide-MHC class I binding affinity with 185,985 pairs from IEDB/IMGT. Regression. Given a peptide amino acid sequence and an MHC pseudo amino acid sequence, predict their binding affinity value. This is MHC class I binding data. (1) The peptide sequence is YFFVKWIGK. The MHC is HLA-A26:01 with pseudo-sequence HLA-A26:01. The binding affinity (normalized) is 0.0847. (2) The peptide sequence is MVIENGILK. The MHC is HLA-A02:02 with pseudo-sequence HLA-A02:02. The binding affinity (normalized) is 0. (3) The peptide sequence is KECVDGTLL. The MHC is HLA-B08:03 with pseudo-sequence HLA-B08:03. The binding affinity (normalized) is 0.0847. (4) The peptide sequence is LYCKMNWFLNW. The MHC is Mamu-B52 with pseudo-sequence Mamu-B52. The binding affinity (normalized) is 0.607. (5) The peptide sequence is ASMDNTSPM. The MHC is HLA-B46:01 with pseudo-sequence HLA-B46:01. The binding affinity (normalized) is 0.797. (6) The peptide sequence is FTASVSTVV. The MHC is HLA-B15:42 with pseudo-sequence HLA-B15:42. The binding affinity (normalized) is 0.213.